Dataset: Forward reaction prediction with 1.9M reactions from USPTO patents (1976-2016). Task: Predict the product of the given reaction. (1) Given the reactants [N+:1]([C:4]1[CH:9]=[CH:8][C:7]([C:10]2[C:11](=[O:16])[NH:12][CH2:13][CH2:14][N:15]=2)=[CH:6][CH:5]=1)([O-:3])=[O:2].C=O.O.[C:20]([BH3-])#N.[Na+].[OH-].[Na+], predict the reaction product. The product is: [CH3:20][N:15]1[CH2:14][CH2:13][NH:12][C:11](=[O:16])[CH:10]1[C:7]1[CH:6]=[CH:5][C:4]([N+:1]([O-:3])=[O:2])=[CH:9][CH:8]=1. (2) Given the reactants [CH3:1][O:2][CH2:3][CH:4]1C[CH2:8][CH2:7][CH2:6][N:5]1[C:10]1[N:15]=[CH:14][N:13]=[C:12]([NH:16][C:17]2[CH:18]=[C:19]([CH2:23][S:24]([NH2:27])(=[O:26])=[O:25])[CH:20]=[CH:21][CH:22]=2)[N:11]=1.ClC1N=CN=C(NC2C=C(CS(N)(=O)=[O:44])C=CC=2)N=1.Cl.COC(=O)[C@H]1CCCN1, predict the reaction product. The product is: [S:24]([CH2:23][C:19]1[CH:18]=[C:17]([NH:16][C:12]2[N:13]=[CH:14][N:15]=[C:10]([N:5]3[CH2:6][CH2:7][CH2:8][C@@H:4]3[C:3]([O:2][CH3:1])=[O:44])[N:11]=2)[CH:22]=[CH:21][CH:20]=1)(=[O:26])(=[O:25])[NH2:27]. (3) Given the reactants [Mn](Cl)([O-])(=O)=O.[Mn](Cl)(O)(=O)=O.[Mn](Cl)(O)(=O)=O.[Mn](Cl)([O-])(=O)=O.[Li+].[Li+].[CH:23]1([Mg]Br)[CH2:25][CH2:24]1.[C:28](=O)=O.Br[C:32]1[CH:37]=[CH:36][C:35]([F:38])=[CH:34][C:33]=1[C:39]([CH:41]1[CH2:46][CH2:45][N:44]([CH3:47])[CH2:43][CH2:42]1)=[O:40], predict the reaction product. The product is: [CH:23]1([CH2:28][C:32]2[CH:37]=[CH:36][C:35]([F:38])=[CH:34][C:33]=2[C:39]([CH:41]2[CH2:46][CH2:45][N:44]([CH3:47])[CH2:43][CH2:42]2)=[O:40])[CH2:25][CH2:24]1. (4) Given the reactants [F:1][C:2]1[CH:7]=[C:6]([C:8]2[S:9][C:10]([Cl:13])=[CH:11][CH:12]=2)[CH:5]=[CH:4][C:3]=1[S:14]([NH:17][C:18]1[C:28]([O:29][CH3:30])=[CH:27][C:21]2[CH2:22][CH2:23][NH:24][CH2:25][CH2:26][C:20]=2[CH:19]=1)(=[O:16])=[O:15].C=O.[C:33](O[BH-](OC(=O)C)OC(=O)C)(=O)C.[Na+], predict the reaction product. The product is: [Cl:13][C:10]1[S:9][C:8]([C:6]2[CH:5]=[CH:4][C:3]([S:14]([NH:17][C:18]3[C:28]([O:29][CH3:30])=[CH:27][C:21]4[CH2:22][CH2:23][N:24]([CH3:33])[CH2:25][CH2:26][C:20]=4[CH:19]=3)(=[O:16])=[O:15])=[C:2]([F:1])[CH:7]=2)=[CH:12][CH:11]=1.